From a dataset of Experimentally validated miRNA-target interactions with 360,000+ pairs, plus equal number of negative samples. Binary Classification. Given a miRNA mature sequence and a target amino acid sequence, predict their likelihood of interaction. (1) The miRNA is hsa-miR-7162-5p with sequence UGCUUCCUUUCUCAGCUG. The protein sequence of the target gene is MGNSRSRVGRSFCSQFLPEEQAEIDQLFDALSSDKNSPNVSSKSFSLKALQNHVGEALPPEMVTRLYDGMRRVDLTGKAKGPSENVSQEQFTASMSHLLKGNSEEKSLMIMKMISATEGPVKAREVQKFTEDLVGSVVHVLSHRQELRGWTGKEAPGPNPRVQVLAAQLLSDMKLQDGKRLLGPQWLDYDCDRAVIEDWVFRVPHVAIFLSVVICKGFLILCSSLDLTTLVPERQVDQGRGFESILDVLSVMYINAQLPREQRHRWCLLFSSELHGHSFSQLCGHITHRGPCVAVLEDHD.... Result: 0 (no interaction). (2) The miRNA is hsa-miR-3140-5p with sequence ACCUGAAUUACCAAAAGCUUU. The protein sequence of the target gene is MALPSPQVLMGLPALLMGPAQHTSWPCGSAVPTLKSMVTFEDVAVYFSQEEWELLDAAQRHLYHSVMLENLELVTSLGSWHGVEGEGAHPKQNVSVEVLQVRIPNADPSTKKANSCDMCGPFLKDILHLAEHQGTQSEEKPYTCGACGRDFWLNANLHQHQKEHSGGKPFRWYKDRDALMKSSKVHLSENPFTCREGGKVILGSCDLLQLQAVDSGQKPYSNLGQLPEVCTTQKLFECSNCGKAFLKSSTLPNHLRTHSEEIPFTCPTGGNFLEEKSILGNKKFHTGEIPHVCKECGKAF.... Result: 0 (no interaction).